From a dataset of Peptide-MHC class I binding affinity with 185,985 pairs from IEDB/IMGT. Regression. Given a peptide amino acid sequence and an MHC pseudo amino acid sequence, predict their binding affinity value. This is MHC class I binding data. (1) The peptide sequence is LIPETVPYI. The MHC is HLA-A68:01 with pseudo-sequence HLA-A68:01. The binding affinity (normalized) is 0. (2) The peptide sequence is THSSTFDAGAGIAL. The MHC is Mamu-A07 with pseudo-sequence Mamu-A07. The binding affinity (normalized) is 0.431. (3) The peptide sequence is LPYSQPQPF. The MHC is HLA-B51:01 with pseudo-sequence HLA-B51:01. The binding affinity (normalized) is 0.674. (4) The peptide sequence is EELIKLRFWF. The MHC is HLA-B44:03 with pseudo-sequence HLA-B44:03. The binding affinity (normalized) is 0.548. (5) The peptide sequence is ISDSNPYLTQW. The MHC is HLA-A02:07 with pseudo-sequence HLA-A02:07. The binding affinity (normalized) is 0.0165.